Dataset: Forward reaction prediction with 1.9M reactions from USPTO patents (1976-2016). Task: Predict the product of the given reaction. (1) The product is: [OH:1][C:2]([CH3:35])([CH3:36])[CH2:3][C@@:4]1([C:29]2[CH:34]=[CH:33][CH:32]=[CH:31][CH:30]=2)[O:9][C:8](=[O:10])[N:7]([C@H:11]([C:14]2[CH:15]=[CH:16][C:17]([C:38]3[CH:43]=[CH:42][N:41]([CH:44]([CH3:46])[CH3:45])[C:40](=[O:47])[CH:39]=3)=[CH:18][CH:19]=2)[CH3:12])[CH2:6][CH2:5]1. Given the reactants [OH:1][C:2]([CH3:36])([CH3:35])[CH2:3][C@@:4]1([C:29]2[CH:34]=[CH:33][CH:32]=[CH:31][CH:30]=2)[O:9][C:8](=[O:10])[N:7]([C@H:11]([C:14]2[CH:19]=[CH:18][C:17](B3OC(C)(C)C(C)(C)O3)=[CH:16][CH:15]=2)[CH2:12]C)[CH2:6][CH2:5]1.I[C:38]1[CH:43]=[CH:42][N:41]([CH:44]([CH3:46])[CH3:45])[C:40](=[O:47])[CH:39]=1, predict the reaction product. (2) Given the reactants [NH:1]1[CH2:7][CH2:6][CH2:5][C:4](=[O:8])[CH2:3][CH2:2]1.C(N(CC)CC)C.[C:16](O[C:16]([O:18][C:19]([CH3:22])([CH3:21])[CH3:20])=[O:17])([O:18][C:19]([CH3:22])([CH3:21])[CH3:20])=[O:17].C(O)(=O)CC(CC(O)=O)(C(O)=O)O, predict the reaction product. The product is: [C:19]([O:18][C:16]([N:1]1[CH2:7][CH2:6][CH2:5][C:4](=[O:8])[CH2:3][CH2:2]1)=[O:17])([CH3:22])([CH3:21])[CH3:20].